Dataset: Forward reaction prediction with 1.9M reactions from USPTO patents (1976-2016). Task: Predict the product of the given reaction. (1) The product is: [C:40]([N:39]1[CH:36]2[CH2:37][CH2:38][CH:32]1[CH2:33][N:34]([C:22]([C:21]1[CH:25]=[CH:26][C:18]([NH:17][C:14]3[N:15]=[CH:16][C:11]4[CH:10]=[C:9]([C:27]([N:28]([CH3:29])[CH3:30])=[O:31])[N:8]([CH:1]5[CH2:7][CH2:6][CH2:5][CH2:4][CH2:3][CH2:2]5)[C:12]=4[N:13]=3)=[N:19][CH:20]=1)=[O:23])[CH2:35]2)(=[O:42])[CH3:41]. Given the reactants [CH:1]1([N:8]2[C:12]3[N:13]=[C:14]([NH:17][C:18]4[CH:26]=[CH:25][C:21]([C:22](O)=[O:23])=[CH:20][N:19]=4)[N:15]=[CH:16][C:11]=3[CH:10]=[C:9]2[C:27](=[O:31])[N:28]([CH3:30])[CH3:29])[CH2:7][CH2:6][CH2:5][CH2:4][CH2:3][CH2:2]1.[CH:32]12[N:39]([C:40](=[O:42])[CH3:41])[CH:36]([CH2:37][CH2:38]1)[CH2:35][NH:34][CH2:33]2, predict the reaction product. (2) Given the reactants Cl[C:2]1[C:3]([F:12])=[C:4]([C:7]([O:10][CH3:11])=[CH:8][CH:9]=1)[CH:5]=[O:6].[C:13]([C:15]1[CH:20]=[CH:19][C:18](B(O)O)=[CH:17][CH:16]=1)#[N:14].C(P(C(C)(C)C)C1C=CC=CC=1C1C=CC=CC=1)(C)(C)C.C(=O)([O-])[O-].[K+].[K+], predict the reaction product. The product is: [F:12][C:3]1[C:4]([CH:5]=[O:6])=[C:7]([O:10][CH3:11])[CH:8]=[CH:9][C:2]=1[C:18]1[CH:19]=[CH:20][C:15]([C:13]#[N:14])=[CH:16][CH:17]=1. (3) Given the reactants [CH3:1][O:2][C:3]1[CH:4]=C(N)[C:6]2[C:11]([CH:12]=1)=[CH:10][CH:9]=[CH:8][CH:7]=2.C([O-])([O-])=O.[K+].[K+].IC.[CH3:22][N:23]([CH:25]=O)[CH3:24], predict the reaction product. The product is: [CH3:1][O:2][C:3]1[CH:4]=[C:25]([N:23]([CH3:22])[CH3:24])[C:10]2[C:11]([CH:12]=1)=[CH:6][CH:7]=[CH:8][CH:9]=2.